This data is from Forward reaction prediction with 1.9M reactions from USPTO patents (1976-2016). The task is: Predict the product of the given reaction. (1) Given the reactants [Cl:1][C:2]1[CH:3]=[C:4]([C@H:8]2[CH:13]=[CH:12][S:11][NH:10][C@@H:9]2[C:14]2[CH:19]=[CH:18][C:17]([Cl:20])=[CH:16][CH:15]=2)[CH:5]=[CH:6][CH:7]=1, predict the reaction product. The product is: [Cl:1][C:2]1[CH:3]=[C:4]([C@H:8]2[CH2:13][CH2:12][S:11][NH:10][C@@H:9]2[C:14]2[CH:15]=[CH:16][C:17]([Cl:20])=[CH:18][CH:19]=2)[CH:5]=[CH:6][CH:7]=1. (2) Given the reactants [CH3:1][O:2][C:3]1[CH:8]=[CH:7][C:6]([CH3:9])=[CH:5][C:4]=1B(O)O.[N+:13]([C:16]1[CH:17]=[C:18](I)[CH:19]=[CH:20][CH:21]=1)([O-:15])=[O:14].C([O-])([O-])=O.[K+].[K+], predict the reaction product. The product is: [CH3:1][O:2][C:3]1[CH:8]=[CH:7][C:6]([CH3:9])=[CH:5][C:4]=1[C:20]1[CH:19]=[CH:18][CH:17]=[C:16]([N+:13]([O-:15])=[O:14])[CH:21]=1. (3) Given the reactants Cl.[NH2:2][CH2:3][C:4]1([CH2:10][C:11]([O:13][CH2:14][CH:15]=[CH2:16])=[O:12])[CH2:9][CH2:8][CH2:7][CH2:6][CH2:5]1.Cl[C:18]([O:20][CH:21]([Cl:23])[CH3:22])=[O:19].CN1CCOCC1, predict the reaction product. The product is: [Cl:23][CH:21]([O:20][C:18]([NH:2][CH2:3][C:4]1([CH2:10][C:11]([O:13][CH2:14][CH:15]=[CH2:16])=[O:12])[CH2:9][CH2:8][CH2:7][CH2:6][CH2:5]1)=[O:19])[CH3:22]. (4) Given the reactants Cl[C:2]1[CH:7]=[CH:6][CH:5]=[CH:4][N:3]=1.[CH3:8][NH:9][CH2:10][CH2:11][OH:12], predict the reaction product. The product is: [CH3:8][N:9]([CH2:10][CH2:11][OH:12])[C:2]1[CH:7]=[CH:6][CH:5]=[CH:4][N:3]=1. (5) Given the reactants [I:1][C:2]1[C:10]2[C:5](=[N:6][CH:7]=[N:8][C:9]=2[NH2:11])[NH:4][N:3]=1.C(=O)([O-])[O-].[Cs+].[Cs+].CS(O[CH2:23][CH2:24][N:25]([C:34]([O:36][C:37]([CH3:40])([CH3:39])[CH3:38])=[O:35])[CH2:26][C:27]1[CH:32]=[CH:31][CH:30]=[CH:29][C:28]=1[F:33])(=O)=O, predict the reaction product. The product is: [NH2:11][C:9]1[N:8]=[CH:7][N:6]=[C:5]2[N:4]([CH2:23][CH2:24][N:25]([CH2:26][C:27]3[CH:32]=[CH:31][CH:30]=[CH:29][C:28]=3[F:33])[C:34](=[O:35])[O:36][C:37]([CH3:40])([CH3:38])[CH3:39])[N:3]=[C:2]([I:1])[C:10]=12.